This data is from Retrosynthesis with 50K atom-mapped reactions and 10 reaction types from USPTO. The task is: Predict the reactants needed to synthesize the given product. (1) Given the product CC(C)(C)NC(=O)NCC(C)(C)C(CCCO)c1ccc2c(cnn2-c2ccc(F)cc2)c1, predict the reactants needed to synthesize it. The reactants are: C=CCC(c1ccc2c(cnn2-c2ccc(F)cc2)c1)C(C)(C)CNC(=O)NC(C)(C)C.OO. (2) Given the product OC/C=C/C#Cc1ccc(C(F)(F)F)cc1, predict the reactants needed to synthesize it. The reactants are: CCOC(=O)/C=C/C#Cc1ccc(C(F)(F)F)cc1. (3) Given the product Cc1ccc2sc(Cl)[n+]([O-])c2n1, predict the reactants needed to synthesize it. The reactants are: Cc1ccc2sc(Cl)nc2n1.O=C(OO)c1cccc(Cl)c1. (4) Given the product CS(=O)(=O)c1ccc(Cn2c(=O)c(C(=O)NCc3ccco3)c(O)c3ncc(Cc4ccccc4)cc32)cc1, predict the reactants needed to synthesize it. The reactants are: CCOC(=O)c1c(O)c2ncc(Cc3ccccc3)cc2n(Cc2ccc(S(C)(=O)=O)cc2)c1=O.NCc1ccco1. (5) The reactants are: CC(C)(C)OC(=O)OC(=O)OC(C)(C)C.O=[N+]([O-])c1ccc2[nH]nc(I)c2c1. Given the product CC(C)(C)OC(=O)n1nc(I)c2cc([N+](=O)[O-])ccc21, predict the reactants needed to synthesize it. (6) Given the product FCCc1cc(C#Cc2ccccc2)ccc1OC(F)F, predict the reactants needed to synthesize it. The reactants are: C#Cc1ccccc1.FCCc1cc(Br)ccc1OC(F)F. (7) Given the product O=C(O)CNC(=O)N1Cc2ccccc2Oc2ccc(Cl)cc21, predict the reactants needed to synthesize it. The reactants are: CCOC(=O)CNC(=O)N1Cc2ccccc2Oc2ccc(Cl)cc21.